Dataset: Peptide-MHC class I binding affinity with 185,985 pairs from IEDB/IMGT. Task: Regression. Given a peptide amino acid sequence and an MHC pseudo amino acid sequence, predict their binding affinity value. This is MHC class I binding data. (1) The peptide sequence is ILMWEAVTL. The MHC is HLA-A33:01 with pseudo-sequence HLA-A33:01. The binding affinity (normalized) is 0. (2) The peptide sequence is LSFSNTIQSY. The MHC is HLA-A31:01 with pseudo-sequence HLA-A31:01. The binding affinity (normalized) is 0.